From a dataset of Reaction yield outcomes from USPTO patents with 853,638 reactions. Predict the reaction yield, written as a fraction of the theoretical maximum amount of product (1.0 means a 100% yield; for example, 0.34 means a 34% yield). (1) The reactants are Br[CH2:2][C:3]1[N:4]=[CH:5][C:6]([NH:9][C:10](=[O:16])[O:11][C:12]([CH3:15])([CH3:14])[CH3:13])=[N:7][CH:8]=1.[CH2:17]([O:19][P:20]([O:24]CC)[O:21][CH2:22][CH3:23])[CH3:18]. No catalyst specified. The product is [CH2:17]([O:19][P:20]([CH2:2][C:3]1[N:4]=[CH:5][C:6]([NH:9][C:10](=[O:16])[O:11][C:12]([CH3:15])([CH3:14])[CH3:13])=[N:7][CH:8]=1)([O:21][CH2:22][CH3:23])=[O:24])[CH3:18]. The yield is 0.600. (2) The reactants are [CH3:1][C:2]1[CH:3]=[CH:4][CH:5]=[C:6]2[C:10]=1[NH:9][CH:8]=[CH:7]2.[CH3:11]C1C2C(=CC=CC=2)NC=1. No catalyst specified. The product is [CH3:11][N:9]1[C:10]2[C:6](=[CH:5][CH:4]=[CH:3][C:2]=2[CH3:1])[CH:7]=[CH:8]1. The yield is 0.900.